This data is from Forward reaction prediction with 1.9M reactions from USPTO patents (1976-2016). The task is: Predict the product of the given reaction. (1) Given the reactants [CH3:1][C:2]1[CH:13]=[CH:12][CH:11]=[C:10]([CH3:14])[C:3]=1[C:4]([O:6][CH:7]([CH3:9])[CH3:8])=[O:5].[Cl:15]N1C(=O)CCC1=O, predict the reaction product. The product is: [Cl:15][CH2:1][C:2]1[CH:13]=[CH:12][CH:11]=[C:10]([CH3:14])[C:3]=1[C:4]([O:6][CH:7]([CH3:9])[CH3:8])=[O:5]. (2) Given the reactants N#N.[C:3]([O:7][C:8]([NH:10][CH:11]([CH2:15][C:16]1[CH:21]=[CH:20][C:19]([O:22][CH3:23])=[CH:18][C:17]=1[F:24])[C:12](O)=O)=[O:9])([CH3:6])([CH3:5])[CH3:4].C(N1CCOCC1)C.CN(C(ON1N=NC2C=CC=CC1=2)=[N+](C)C)C.[B-](F)(F)(F)F.[F:55][C:56]1[CH:57]=[C:58]([NH2:63])[C:59]([NH2:62])=[CH:60][CH:61]=1, predict the reaction product. The product is: [F:55][C:56]1[CH:61]=[CH:60][C:59]2[NH:62][C:12]([CH:11]([NH:10][C:8](=[O:9])[O:7][C:3]([CH3:6])([CH3:5])[CH3:4])[CH2:15][C:16]3[CH:21]=[CH:20][C:19]([O:22][CH3:23])=[CH:18][C:17]=3[F:24])=[N:63][C:58]=2[CH:57]=1. (3) Given the reactants Br[C:2]1[CH:3]=[CH:4][C:5]([O:12][CH3:13])=[C:6]([CH:11]=1)[C:7]([O:9][CH3:10])=[O:8].[CH3:14][N:15](C)C=O, predict the reaction product. The product is: [C:14]([C:2]1[CH:3]=[CH:4][C:5]([O:12][CH3:13])=[C:6]([CH:11]=1)[C:7]([O:9][CH3:10])=[O:8])#[N:15]. (4) The product is: [OH:1][C:2]1[C:7]2[S:8][CH:9]=[CH:10][C:6]=2[CH:5]=[C:4]([C:11]#[N:13])[CH:3]=1. Given the reactants [OH:1][C:2]1[C:7]2[S:8][CH:9]=[CH:10][C:6]=2[CH:5]=[C:4]([C:11]([NH2:13])=O)[CH:3]=1.C(N(CC)CC)C.FC(F)(F)C(OC(=O)C(F)(F)F)=O.CO, predict the reaction product.